Dataset: Catalyst prediction with 721,799 reactions and 888 catalyst types from USPTO. Task: Predict which catalyst facilitates the given reaction. (1) Reactant: Br[C:2]1[CH:23]=[CH:22][C:5]([C:6]([N:8]2[CH2:12][CH2:11][C@@:10]3([C:16]4[CH:17]=[CH:18][CH:19]=[CH:20][C:15]=4[C:14](=[O:21])[O:13]3)[CH2:9]2)=[O:7])=[C:4]([Cl:24])[CH:3]=1.O1CCOCC1.CN[C@H]1CCCC[C@@H]1NC.[N:41]1[CH:49]=[C:48]2[C:44]([NH:45][CH:46]=[N:47]2)=[N:43][CH:42]=1.C(=O)([O-])[O-].[K+].[K+]. Product: [Cl:24][C:4]1[CH:3]=[C:2]([N:45]2[CH:46]=[N:47][C:48]3[C:44]2=[N:43][CH:42]=[N:41][CH:49]=3)[CH:23]=[CH:22][C:5]=1[C:6]([N:8]1[CH2:12][CH2:11][C@@:10]2([C:16]3[CH:17]=[CH:18][CH:19]=[CH:20][C:15]=3[C:14](=[O:21])[O:13]2)[CH2:9]1)=[O:7]. The catalyst class is: 205. (2) Reactant: [F:1][C:2]1[C:3]([O:24][CH3:25])=[C:4]([NH:9][N:10]=C(C2C=CC=CC=2)C2C=CC=CC=2)[CH:5]=[C:6]([F:8])[CH:7]=1.[ClH:26]. Product: [ClH:26].[F:1][C:2]1[C:3]([O:24][CH3:25])=[C:4]([NH:9][NH2:10])[CH:5]=[C:6]([F:8])[CH:7]=1. The catalyst class is: 8. (3) Reactant: C([N:8]1[C@@H:13]([CH3:14])[C:12](=[O:15])[N:11]2[C@@H:16]([CH2:19][CH2:20][N:21]3[CH2:28][CH2:27][C:24]4([CH2:26][CH2:25]4)[C@H:23]([OH:29])[CH2:22]3)[CH2:17][O:18][C@:10]2([CH3:30])[CH2:9]1)C1C=CC=CC=1. Product: [OH:29][C@@H:23]1[CH2:22][N:21]([CH2:20][CH2:19][C@@H:16]2[N:11]3[C:12](=[O:15])[C@H:13]([CH3:14])[NH:8][CH2:9][C@@:10]3([CH3:30])[O:18][CH2:17]2)[CH2:28][CH2:27][C:24]21[CH2:26][CH2:25]2. The catalyst class is: 50. (4) Reactant: Cl[C:2]1[CH:3]=[C:4]([CH:20]=[CH:21][N:22]=1)[C:5]([NH:7][C:8]1[CH:9]=[N:10][CH:11]=[CH:12][C:13]=1[C:14]1[CH:19]=[CH:18][CH:17]=[CH:16][CH:15]=1)=[O:6].[N:23]1[CH:28]=[CH:27][CH:26]=[CH:25][C:24]=1[NH2:29].C([O-])([O-])=O.[Cs+].[Cs+].CC1(C)C2C(=C(P(C3C=CC=CC=3)C3C=CC=CC=3)C=CC=2)OC2C(P(C3C=CC=CC=3)C3C=CC=CC=3)=CC=CC1=2. Product: [C:14]1([C:13]2[CH:12]=[CH:11][N:10]=[CH:9][C:8]=2[NH:7][C:5](=[O:6])[C:4]2[CH:20]=[CH:21][N:22]=[C:2]([NH:29][C:24]3[CH:25]=[CH:26][CH:27]=[CH:28][N:23]=3)[CH:3]=2)[CH:19]=[CH:18][CH:17]=[CH:16][CH:15]=1. The catalyst class is: 12.